Predict the reactants needed to synthesize the given product. From a dataset of Retrosynthesis with 50K atom-mapped reactions and 10 reaction types from USPTO. (1) Given the product CN(C)CCCOc1ccc(-c2nnc(CSCc3cccc4ccccc34)o2)cc1, predict the reactants needed to synthesize it. The reactants are: CN(C)CCCCl.Oc1ccc(-c2nnc(CSCc3cccc4ccccc34)o2)cc1. (2) Given the product CC(C)c1nc2ccccc2n1-c1nc(N2CCOCC2)c2nc(CN3CCC(C(C)(C)O)CC3)ccc2n1, predict the reactants needed to synthesize it. The reactants are: CC(C)(O)C1CCN(Cc2ccc3nc(Cl)nc(N4CCOCC4)c3n2)CC1.CC(C)c1nc2ccccc2[nH]1. (3) Given the product O=C1c2ccccc2-n2cnc(C=NO)c2[C@@H]2CCCN12, predict the reactants needed to synthesize it. The reactants are: NO.O=Cc1ncn2c1[C@@H]1CCCN1C(=O)c1ccccc1-2.